This data is from Full USPTO retrosynthesis dataset with 1.9M reactions from patents (1976-2016). The task is: Predict the reactants needed to synthesize the given product. (1) Given the product [CH2:1]([O:8][C@H:9]1[C@H:14]([O:15][CH2:16][C:17]2[CH:22]=[CH:21][CH:20]=[CH:19][CH:18]=2)[C@@H:13]([CH2:23][O:24][CH2:25][C:26]2[CH:31]=[CH:30][CH:29]=[CH:28][CH:27]=2)[O:12][C@@H:11]([O:32][C@H:33]2[C@@H:42]([O:43][CH2:44][C:45]3[CH:50]=[CH:49][CH:48]=[CH:47][CH:46]=3)[C@H:41]([O:51][CH2:52][C:53]3[CH:54]=[CH:55][CH:56]=[CH:57][CH:58]=3)[C@@H:40]([CH2:59][O:60][CH2:61][C:62]3[CH:63]=[CH:64][CH:65]=[CH:66][CH:67]=3)[O:39][C@H:34]2[O:35][CH2:36][CH:37]=[CH2:38])[C@H:10]1[OH:68])[C:2]1[CH:7]=[CH:6][CH:5]=[CH:4][CH:3]=1, predict the reactants needed to synthesize it. The reactants are: [CH2:1]([O:8][C@H:9]1[C@H:14]([O:15][CH2:16][C:17]2[CH:22]=[CH:21][CH:20]=[CH:19][CH:18]=2)[C@@H:13]([CH2:23][O:24][CH2:25][C:26]2[CH:31]=[CH:30][CH:29]=[CH:28][CH:27]=2)[O:12][C@@H:11]([O:32][C@H:33]2[C@@H:42]([O:43][CH2:44][C:45]3[CH:50]=[CH:49][CH:48]=[CH:47][CH:46]=3)[C@H:41]([O:51][CH2:52][C:53]3[CH:58]=[CH:57][CH:56]=[CH:55][CH:54]=3)[C@@H:40]([CH2:59][O:60][CH2:61][C:62]3[CH:67]=[CH:66][CH:65]=[CH:64][CH:63]=3)[O:39][C@H:34]2[O:35][CH2:36][CH:37]=[CH2:38])[C@@H:10]1[OH:68])[C:2]1[CH:7]=[CH:6][CH:5]=[CH:4][CH:3]=1.CCC(C)[BH-](C(C)CC)C(C)CC.[Li+]. (2) Given the product [CH3:1][O:2][C:3](=[O:10])[CH2:4][C:5]([C:6](=[O:7])[N:25]([CH2:22][CH:23]=[CH2:24])[CH2:26][C:27]1[CH:28]=[CH:29][CH:30]=[CH:31][CH:32]=1)=[CH2:9], predict the reactants needed to synthesize it. The reactants are: [CH3:1][O:2][C:3](=[O:10])[CH2:4][C:5](=[CH2:9])[C:6]([O-])=[O:7].CN(C)CCCN=C=NCC.[CH2:22]([NH:25][CH2:26][C:27]1[CH:32]=[CH:31][CH:30]=[CH:29][CH:28]=1)[CH:23]=[CH2:24]. (3) Given the product [OH:45][CH2:44][CH2:43][O:42][CH2:41][CH2:40][O:39][CH2:38][CH2:37][O:36][CH2:35][CH2:34][NH:33][C:11](=[O:12])[CH2:10][CH2:9][S:8][C:7]([C:21]1[CH:26]=[CH:25][CH:24]=[CH:23][CH:22]=1)([C:1]1[CH:2]=[CH:3][CH:4]=[CH:5][CH:6]=1)[C:27]1[CH:32]=[CH:31][CH:30]=[CH:29][CH:28]=1, predict the reactants needed to synthesize it. The reactants are: [C:1]1([C:7]([C:27]2[CH:32]=[CH:31][CH:30]=[CH:29][CH:28]=2)([C:21]2[CH:26]=[CH:25][CH:24]=[CH:23][CH:22]=2)[S:8][CH2:9][CH2:10][C:11](ON2C(=O)CCC2=O)=[O:12])[CH:6]=[CH:5][CH:4]=[CH:3][CH:2]=1.[NH2:33][CH2:34][CH2:35][O:36][CH2:37][CH2:38][O:39][CH2:40][CH2:41][O:42][CH2:43][CH2:44][OH:45].[OH-].[NH4+]. (4) Given the product [NH2:36][C:35]1[C:34]([CH3:33])=[C:40]([C:2]2[C:14]3[C:13]4[C:8](=[CH:9][C:10]([C:15]([N:17]5[CH2:22][CH2:21][N:20]([CH3:23])[CH2:19][CH2:18]5)=[O:16])=[CH:11][CH:12]=4)[NH:7][C:6]=3[C:5]([C:24]([NH2:26])=[O:25])=[CH:4][CH:3]=2)[CH:39]=[CH:38][CH:37]=1, predict the reactants needed to synthesize it. The reactants are: Br[C:2]1[C:14]2[C:13]3[C:8](=[CH:9][C:10]([C:15]([N:17]4[CH2:22][CH2:21][N:20]([CH3:23])[CH2:19][CH2:18]4)=[O:16])=[CH:11][CH:12]=3)[NH:7][C:6]=2[C:5]([C:24]([NH2:26])=[O:25])=[CH:4][CH:3]=1.C(=O)([O-])[O-].[Na+].[Na+].[CH3:33][C:34]1[C:40](B2OC(C)(C)C(C)(C)O2)=[CH:39][CH:38]=[CH:37][C:35]=1[NH2:36]. (5) The reactants are: [CH3:1][O:2][C:3]1[CH:4]=[C:5]([NH:11][C:12]([C:14]2[CH:28]=[CH:27][C:17]3[N:18]=[C:19]([N:21]4[CH2:26][CH2:25][NH:24][CH2:23][CH2:22]4)[S:20][C:16]=3[CH:15]=2)=[O:13])[CH:6]=[CH:7][C:8]=1[O:9][CH3:10].[CH3:29][C:30]([O:33][C:34]([NH:36][C@H:37]([C:44](O)=[O:45])[CH2:38][C:39]1[S:43][CH:42]=[CH:41][CH:40]=1)=[O:35])([CH3:32])[CH3:31].C(N(C(C)C)CC)(C)C.CN(C(ON1N=NC2C=CC=CC1=2)=[N+](C)C)C.F[P-](F)(F)(F)(F)F. Given the product [CH3:1][O:2][C:3]1[CH:4]=[C:5]([NH:11][C:12]([C:14]2[CH:28]=[CH:27][C:17]3[N:18]=[C:19]([N:21]4[CH2:26][CH2:25][N:24]([C:44](=[O:45])[C@@H:37]([NH:36][C:34](=[O:35])[O:33][C:30]([CH3:29])([CH3:31])[CH3:32])[CH2:38][C:39]5[S:43][CH:42]=[CH:41][CH:40]=5)[CH2:23][CH2:22]4)[S:20][C:16]=3[CH:15]=2)=[O:13])[CH:6]=[CH:7][C:8]=1[O:9][CH3:10], predict the reactants needed to synthesize it. (6) Given the product [CH2:4]([N:3]([CH2:6][C:7]1[S:11][C:10]([C:12]2[O:14][N:33]=[C:32]([C:28]3[CH:29]=[C:30]([CH3:31])[C:25]([O:24][CH2:23][C@@H:22]([OH:37])[CH2:21][NH:20][C:18](=[O:19])[CH2:17][OH:16])=[C:26]([Cl:36])[CH:27]=3)[N:35]=2)=[CH:9][C:8]=1[CH3:15])[CH2:1][CH3:2])[CH3:5], predict the reactants needed to synthesize it. The reactants are: [CH2:1]([N:3]([CH2:6][C:7]1[S:11][C:10]([C:12]([OH:14])=O)=[CH:9][C:8]=1[CH3:15])[CH2:4][CH3:5])[CH3:2].[OH:16][CH2:17][C:18]([NH:20][CH2:21][C@H:22]([OH:37])[CH2:23][O:24][C:25]1[C:30]([CH3:31])=[CH:29][C:28]([C:32](=[NH:35])[NH:33]O)=[CH:27][C:26]=1[Cl:36])=[O:19]. (7) The reactants are: [CH3:1][C:2]([CH2:8][CH2:9][CH2:10][CH2:11][CH2:12][CH2:13][CH2:14][CH2:15][CH3:16])=[CH:3][C:4](OC)=[O:5].[H-].[H-].[H-].[H-].[Li+].[Al+3].O.S(=O)(=O)(O)O. Given the product [CH3:1]/[C:2](/[CH2:8][CH2:9][CH2:10][CH2:11][CH2:12][CH2:13][CH2:14][CH2:15][CH3:16])=[CH:3]\[CH2:4][OH:5], predict the reactants needed to synthesize it.